Dataset: Reaction yield outcomes from USPTO patents with 853,638 reactions. Task: Predict the reaction yield, written as a fraction of the theoretical maximum amount of product (1.0 means a 100% yield; for example, 0.34 means a 34% yield). (1) The reactants are Br[C:2]1[CH:7]=[CH:6][C:5]([C:8]2[CH:9]=[C:10]3[N:15]([CH:16]=2)[CH:14]=[CH:13][CH:12]=[CH:11]3)=[CH:4][CH:3]=1.C(=O)([O-])[O-].[Cs+].[Cs+].[NH:23]1[CH2:28][CH2:27][O:26][CH2:25][CH2:24]1.C1(P(C2CCCCC2)C2C=CC=CC=2C2C=CC=CC=2N(C)C)CCCCC1. The catalyst is C1(C)C=CC=CC=1.C1C=CC(P(C2C=CC=CC=2)C2C=CC=CC=2)=CC=1.C1C=CC(P(C2C=CC=CC=2)C2C=CC=CC=2)=CC=1.Cl[Pd]Cl. The product is [N:23]1([C:2]2[CH:7]=[CH:6][C:5]([C:8]3[CH:9]=[C:10]4[N:15]([CH:16]=3)[CH:14]=[CH:13][CH:12]=[CH:11]4)=[CH:4][CH:3]=2)[CH2:28][CH2:27][O:26][CH2:25][CH2:24]1. The yield is 0.240. (2) The reactants are C(O)[C@H]1O[C@H](O[C@]2(CO)O[C@H](CO)[C@@H](O)[C@@H]2O)[C@H](O)[C@@H](O)[C@@H]1O.[CH2:24]([O:26][C:27]([CH:29]1[C:33](=[O:34])[CH2:32][N:31]([C:35](=[O:52])[CH2:36][CH2:37][CH2:38][CH2:39][CH2:40][NH:41][C:42]([O:44][CH2:45][C:46]2[CH:51]=[CH:50][CH:49]=[CH:48][CH:47]=2)=[O:43])[CH2:30]1)=[O:28])[CH3:25]. The catalyst is O. The product is [CH2:24]([O:26][C:27]([CH:29]1[CH:33]([OH:34])[CH2:32][N:31]([C:35](=[O:52])[CH2:36][CH2:37][CH2:38][CH2:39][CH2:40][NH:41][C:42]([O:44][CH2:45][C:46]2[CH:47]=[CH:48][CH:49]=[CH:50][CH:51]=2)=[O:43])[CH2:30]1)=[O:28])[CH3:25]. The yield is 0.420. (3) The reactants are [F:1][C:2]([F:22])([F:21])[O:3][C:4]1[CH:9]=[CH:8][C:7]([S:10]([N:13]2[CH2:18][CH2:17][CH:16]([CH:19]=O)[CH2:15][CH2:14]2)(=[O:12])=[O:11])=[CH:6][CH:5]=1.C(OP([CH:31]([O:37][CH3:38])[C:32]([O:34][CH2:35][CH3:36])=[O:33])(OCC)=O)C.CN1CCCN(C)C1=O.[H-].[Na+]. The catalyst is C1COCC1. The product is [CH3:38][O:37]/[C:31](=[CH:19]\[CH:16]1[CH2:15][CH2:14][N:13]([S:10]([C:7]2[CH:6]=[CH:5][C:4]([O:3][C:2]([F:22])([F:21])[F:1])=[CH:9][CH:8]=2)(=[O:11])=[O:12])[CH2:18][CH2:17]1)/[C:32]([O:34][CH2:35][CH3:36])=[O:33].[CH3:38][O:37]/[C:31](=[CH:19]/[CH:16]1[CH2:15][CH2:14][N:13]([S:10]([C:7]2[CH:6]=[CH:5][C:4]([O:3][C:2]([F:22])([F:21])[F:1])=[CH:9][CH:8]=2)(=[O:11])=[O:12])[CH2:18][CH2:17]1)/[C:32]([O:34][CH2:35][CH3:36])=[O:33]. The yield is 0.210. (4) The reactants are [CH2:1]([C:3]1[N:13]([C:14]2[CH:19]=[CH:18][C:17]([CH2:20][CH2:21][NH2:22])=[CH:16][CH:15]=2)[C:6]2=[N:7][C:8]([CH3:12])=[CH:9][C:10]([CH3:11])=[C:5]2[N:4]=1)[CH3:2].[C:23]1([CH3:35])[CH:28]=[CH:27][C:26]([S:29]([N:32]=[C:33]=[O:34])(=[O:31])=[O:30])=[CH:25][CH:24]=1. The catalyst is ClCCl. The product is [CH2:1]([C:3]1[N:13]([C:14]2[CH:15]=[CH:16][C:17]([CH2:20][CH2:21][NH:22][C:33]([NH:32][S:29]([C:26]3[CH:27]=[CH:28][C:23]([CH3:35])=[CH:24][CH:25]=3)(=[O:31])=[O:30])=[O:34])=[CH:18][CH:19]=2)[C:6]2=[N:7][C:8]([CH3:12])=[CH:9][C:10]([CH3:11])=[C:5]2[N:4]=1)[CH3:2]. The yield is 0.560. (5) The reactants are [I-].[Na+].[In].Br[CH2:5][CH:6]=[C:7]([CH3:9])[CH3:8].[CH3:10][O:11][C:12]([C:14]1[CH:19]=[CH:18][C:17]([C:20]2[CH:25]=[C:24]([O:26][CH3:27])[CH:23]=[CH:22][C:21]=2[F:28])=[C:16]([CH:29]=[O:30])[CH:15]=1)=[O:13]. The catalyst is CN(C=O)C.CCOC(C)=O.O. The yield is 0.920. The product is [CH3:10][O:11][C:12]([C:14]1[CH:19]=[CH:18][C:17]([C:20]2[CH:25]=[C:24]([O:26][CH3:27])[CH:23]=[CH:22][C:21]=2[F:28])=[C:16]([CH:29]([OH:30])[C:7]([CH3:9])([CH3:8])[CH:6]=[CH2:5])[CH:15]=1)=[O:13]. (6) The reactants are [CH2:1]([C:3]1[CH:8]=[CH:7][CH:6]=[C:5]([C:9]([C:11]2[CH:16]=[CH:15][CH:14]=[CH:13][CH:12]=2)=[CH2:10])[CH:4]=1)[CH3:2]. The catalyst is [Pd].C(O)C.CCOCC. The product is [CH2:1]([C:3]1[CH:8]=[CH:7][CH:6]=[C:5]([CH:9]([C:11]2[CH:16]=[CH:15][CH:14]=[CH:13][CH:12]=2)[CH3:10])[CH:4]=1)[CH3:2]. The yield is 0.950. (7) The reactants are [Cl:1][C:2]1[CH:17]=[C:16]([F:18])[CH:15]=[CH:14][C:3]=1[C:4]([NH:6][C:7]1[CH:12]=[CH:11][CH:10]=[C:9]([NH2:13])[CH:8]=1)=[O:5].[CH3:19][N:20]1[CH2:25][CH2:24][C:23](=O)[CH2:22][CH2:21]1.C(O[BH-](OC(=O)C)OC(=O)C)(=O)C.[Na+].C(O)(=O)C. The catalyst is ClCCl. The product is [ClH:1].[ClH:1].[Cl:1][C:2]1[CH:17]=[C:16]([F:18])[CH:15]=[CH:14][C:3]=1[C:4]([NH:6][C:7]1[CH:12]=[CH:11][CH:10]=[C:9]([NH:13][CH:23]2[CH2:24][CH2:25][N:20]([CH3:19])[CH2:21][CH2:22]2)[CH:8]=1)=[O:5]. The yield is 0.870.